This data is from Reaction yield outcomes from USPTO patents with 853,638 reactions. The task is: Predict the reaction yield, written as a fraction of the theoretical maximum amount of product (1.0 means a 100% yield; for example, 0.34 means a 34% yield). (1) The reactants are Cl[C:2]1[N:7]=[C:6]([C:8]2[N:12]3[CH:13]=[CH:14][CH:15]=[CH:16][C:11]3=[N:10][C:9]=2[C:17]2[CH:18]=[C:19]([CH:31]=[CH:32][CH:33]=2)[C:20]([NH:22][C:23]2[C:28]([F:29])=[CH:27][CH:26]=[CH:25][C:24]=2[F:30])=[O:21])[CH:5]=[CH:4][N:3]=1.[CH3:34][O:35][C:36]1[CH:41]=[C:40]([C@H:42]2[CH2:47][CH2:46][C@@H:45]([N:48]3[CH2:53][CH2:52][N:51]([CH2:54][CH2:55][S:56]([CH3:59])(=[O:58])=[O:57])[CH2:50][CH2:49]3)[CH2:44][CH2:43]2)[CH:39]=[CH:38][C:37]=1[NH2:60].Cl.O1CCOCC1.C[O-].[Na+]. The catalyst is FC(F)(F)CO.CO.C(Cl)Cl. The product is [F:30][C:24]1[CH:25]=[CH:26][CH:27]=[C:28]([F:29])[C:23]=1[NH:22][C:20](=[O:21])[C:19]1[CH:31]=[CH:32][CH:33]=[C:17]([C:9]2[N:10]=[C:11]3[CH:16]=[CH:15][CH:14]=[CH:13][N:12]3[C:8]=2[C:6]2[CH:5]=[CH:4][N:3]=[C:2]([NH:60][C:37]3[CH:38]=[CH:39][C:40]([C@H:42]4[CH2:43][CH2:44][C@@H:45]([N:48]5[CH2:49][CH2:50][N:51]([CH2:54][CH2:55][S:56]([CH3:59])(=[O:58])=[O:57])[CH2:52][CH2:53]5)[CH2:46][CH2:47]4)=[CH:41][C:36]=3[O:35][CH3:34])[N:7]=2)[CH:18]=1. The yield is 0.670. (2) The reactants are [Br:1][C:2]1[CH:3]=[C:4]2[C:27](=[CH:28][CH:29]=1)[C:8]1[NH:9][C:10]([C@@H:12]3[CH2:16][C@H:15]([CH2:17][O:18][CH3:19])[CH2:14][N:13]3[C:20](OC(C)(C)C)=[O:21])=[N:11][C:7]=1[CH:6]=[CH:5]2.Cl.[CH3:31][O:32][C:33]([NH:35][CH:36]([CH:40]([CH3:42])[CH3:41])C(O)=O)=[O:34].CN(C(ON1N=NC2C=CC=NC1=2)=[N+](C)C)C.F[P-](F)(F)(F)(F)F.CCN(C(C)C)C(C)C. The catalyst is C(Cl)Cl.CCOC(C)=O.CN(C=O)C. The product is [Br:1][C:2]1[CH:3]=[C:4]2[C:27](=[CH:28][CH:29]=1)[C:8]1[NH:9][C:10]([C@@H:12]3[CH2:16][C@H:15]([CH2:17][O:18][CH3:19])[CH2:14][N:13]3[C:20](=[O:21])[C@@H:36]([NH:35][C:33](=[O:34])[O:32][CH3:31])[CH:40]([CH3:42])[CH3:41])=[N:11][C:7]=1[CH:6]=[CH:5]2. The yield is 0.990. (3) The reactants are C([O:3][C:4]([C:6]1[CH:7]=[N:8][C:9]2[C:14]([CH:15]=1)=[C:13]([C:16]1[CH:21]=[CH:20][C:19]([Cl:22])=[CH:18][CH:17]=1)[CH:12]=[N:11][CH:10]=2)=[O:5])C.O1CCOCC1.[OH-].[Li+]. The catalyst is O. The product is [Cl:22][C:19]1[CH:18]=[CH:17][C:16]([C:13]2[CH:12]=[N:11][CH:10]=[C:9]3[C:14]=2[CH:15]=[C:6]([C:4]([OH:5])=[O:3])[CH:7]=[N:8]3)=[CH:21][CH:20]=1. The yield is 0.530. (4) The reactants are [F:1][C:2]1[CH:7]=[CH:6][CH:5]=[C:4]([F:8])[C:3]=1[N:9]1[C:14]2[N:15]=[C:16]([N:29]3[CH2:34][CH2:33][CH:32]([N:35]4[CH2:40][CH2:39][CH:38]([CH3:41])[CH2:37][CH2:36]4)[CH2:31][CH2:30]3)[N:17]=[C:18]([C:19]3[CH:20]=[C:21]([CH:25]=[CH:26][C:27]=3[CH3:28])[C:22](O)=[O:23])[C:13]=2[CH:12]=[CH:11][C:10]1=[O:42].CN(C(O[N:51]1N=N[C:53]2C=CC=C[C:52]1=2)=[N+](C)C)C.F[P-](F)(F)(F)(F)F.C(N(CC)CC)C.C(N)C. The catalyst is CN(C=O)C.C1COCC1. The product is [F:8][C:4]1[CH:5]=[CH:6][CH:7]=[C:2]([F:1])[C:3]=1[N:9]1[C:14]2[N:15]=[C:16]([N:29]3[CH2:34][CH2:33][CH:32]([N:35]4[CH2:40][CH2:39][CH:38]([CH3:41])[CH2:37][CH2:36]4)[CH2:31][CH2:30]3)[N:17]=[C:18]([C:19]3[CH:20]=[C:21]([CH:25]=[CH:26][C:27]=3[CH3:28])[C:22]([NH:51][CH2:52][CH3:53])=[O:23])[C:13]=2[CH:12]=[CH:11][C:10]1=[O:42]. The yield is 0.780.